Dataset: Reaction yield outcomes from USPTO patents with 853,638 reactions. Task: Predict the reaction yield, written as a fraction of the theoretical maximum amount of product (1.0 means a 100% yield; for example, 0.34 means a 34% yield). (1) The reactants are [Cl:1][C:2]1[CH:7]=[CH:6][C:5]([NH:8][NH2:9])=[CH:4][CH:3]=1.[CH2:10]([O:12][C:13](=[O:29])[CH:14]([CH:23]1[CH2:28][CH2:27][CH2:26][CH2:25][CH2:24]1)[C:15](=O)[CH:16]1[CH2:20][CH2:19][CH2:18][C:17]1=O)[CH3:11]. The catalyst is C(O)C. The product is [CH2:10]([O:12][C:13](=[O:29])[CH:14]([C:15]1[N:8]([C:5]2[CH:6]=[CH:7][C:2]([Cl:1])=[CH:3][CH:4]=2)[N:9]=[C:17]2[CH2:18][CH2:19][CH2:20][C:16]=12)[CH:23]1[CH2:28][CH2:27][CH2:26][CH2:25][CH2:24]1)[CH3:11]. The yield is 0.510. (2) The reactants are [OH2:1].[OH-].[Li+].O.OO.C([C@@H]1COC(=O)N1C(=O)[C@H:21]([C@@H:33]1[CH2:37][CH2:36][CH2:35][N:34]1[C:38]([O:40][C:41]([CH3:44])([CH3:43])[CH3:42])=[O:39])[C:22]1[CH:27]=[CH:26][C:25]([C:28]([F:31])([F:30])[F:29])=[C:24]([F:32])[CH:23]=1)C1C=CC=CC=1.C1[CH2:50][O:49]CC1. No catalyst specified. The product is [C:41]([O:40][C:38]([N:34]1[CH2:35][CH2:36][CH2:37][C@H:33]1[C@H:21]([C:22]1[CH:27]=[CH:26][C:25]([C:28]([F:30])([F:29])[F:31])=[C:24]([F:32])[CH:23]=1)[C:50]([OH:49])=[O:1])=[O:39])([CH3:43])([CH3:42])[CH3:44]. The yield is 0.0352. (3) The reactants are Cl[C:2]([CH2:4][CH2:5][CH2:6][CH2:7][C:8]([O:10]C)=[O:9])=[O:3].[C:12]1([C:18]2[CH:23]=[CH:22][CH:21]=[CH:20][CH:19]=2)[CH:17]=[CH:16][CH:15]=[CH:14][CH:13]=1.[Cl-].[Cl-].[Cl-].[Al+3].[OH-].[Li+]. The catalyst is [N+](C1C=CC=CC=1)([O-])=O.O1CCCC1. The product is [O:3]=[C:2]([C:21]1[CH:22]=[CH:23][C:18]([C:12]2[CH:17]=[CH:16][CH:15]=[CH:14][CH:13]=2)=[CH:19][CH:20]=1)[CH2:4][CH2:5][CH2:6][CH2:7][C:8]([OH:10])=[O:9]. The yield is 0.210. (4) The reactants are [CH:1]([C:3]1[CH:10]=[CH:9][C:6]([C:7]#[N:8])=[CH:5][CH:4]=1)=[O:2].[CH2:11](O)[CH2:12][OH:13].C(=O)(O)[O-].[Na+]. The catalyst is C1(C)C=CC=CC=1.O.C1(C)C=CC(S(O)(=O)=O)=CC=1. The product is [O:2]1[CH2:11][CH2:12][O:13][CH:1]1[C:3]1[CH:10]=[CH:9][C:6]([C:7]#[N:8])=[CH:5][CH:4]=1. The yield is 0.940. (5) The reactants are C([S:8][C:9]1[CH:10]=[C:11]2[C:16](=[CH:17][CH:18]=1)[N:15]([C:19]1[C:20]([O:28][CH3:29])=[CH:21][C:22]([Br:27])=[C:23]([CH:26]=1)[C:24]#[N:25])[C:14](=[O:30])[CH:13]=[CH:12]2)C1C=CC=CC=1.ClN1C(C)(C)C(=[O:39])N(Cl)C1=O.[F:42][C:43]1[C:48]([F:49])=[C:47]([F:50])[C:46]([F:51])=[C:45]([F:52])[C:44]=1[OH:53].C(N(CC)CC)C.[OH2:61]. The catalyst is CCOC(C)=O.C(O)(=O)C.C(#N)C. The product is [Br:27][C:22]1[C:23]([C:24]#[N:25])=[CH:26][C:19]([N:15]2[C:16]3[C:11](=[CH:10][C:9]([S:8]([O:53][C:44]4[C:43]([F:42])=[C:48]([F:49])[C:47]([F:50])=[C:46]([F:51])[C:45]=4[F:52])(=[O:39])=[O:61])=[CH:18][CH:17]=3)[CH:12]=[CH:13][C:14]2=[O:30])=[C:20]([O:28][CH3:29])[CH:21]=1. The yield is 0.563. (6) The product is [CH2:1]([O:3][C:4]([C:6]1[C:10]([Br:11])=[C:9]([N+:12]([O-:14])=[O:13])[S:8][CH:7]=1)=[O:5])[CH3:2]. The reactants are [CH2:1]([O:3][C:4]([C:6]1[C:10]([Br:11])=[CH:9][S:8][CH:7]=1)=[O:5])[CH3:2].[N+:12]([O-])([OH:14])=[O:13]. The yield is 0.840. The catalyst is S(=O)(=O)(O)O. (7) The reactants are [NH2:1][CH:2]([C:11]1[CH:16]=[CH:15][CH:14]=[CH:13][CH:12]=1)[C:3]1([N:8]([CH3:10])[CH3:9])[CH2:7][CH2:6][CH2:5][CH2:4]1.[C:17]1([C:23]2[S:27][C:26]([C:28](O)=[O:29])=[CH:25][CH:24]=2)[CH:22]=[CH:21][CH:20]=[CH:19][CH:18]=1. No catalyst specified. The product is [CH3:9][N:8]([CH3:10])[C:3]1([CH:2]([C:11]2[CH:12]=[CH:13][CH:14]=[CH:15][CH:16]=2)[NH:1][C:28]([C:26]2[S:27][C:23]([C:17]3[CH:18]=[CH:19][CH:20]=[CH:21][CH:22]=3)=[CH:24][CH:25]=2)=[O:29])[CH2:7][CH2:6][CH2:5][CH2:4]1. The yield is 0.820.